This data is from Reaction yield outcomes from USPTO patents with 853,638 reactions. The task is: Predict the reaction yield, written as a fraction of the theoretical maximum amount of product (1.0 means a 100% yield; for example, 0.34 means a 34% yield). (1) The reactants are [C:1]([NH:9][C@H:10]1[CH2:14][N:13]([C:15](=[O:25])[CH2:16][NH:17][C:18]([O:20][C:21]([CH3:24])([CH3:23])[CH3:22])=[O:19])[C@H:12]([C:26]([O:28]C)=[O:27])[CH2:11]1)(=[O:8])[C:2]1[CH:7]=[CH:6][CH:5]=[CH:4][CH:3]=1.[OH-].[Na+].Cl. The catalyst is CO. The yield is 0.850. The product is [C:1]([NH:9][C@H:10]1[CH2:14][N:13]([C:15](=[O:25])[CH2:16][NH:17][C:18]([O:20][C:21]([CH3:24])([CH3:22])[CH3:23])=[O:19])[C@H:12]([C:26]([OH:28])=[O:27])[CH2:11]1)(=[O:8])[C:2]1[CH:3]=[CH:4][CH:5]=[CH:6][CH:7]=1. (2) The reactants are C[O:2][C:3]1[C:4]([CH:9]([N:11]2[CH2:16][CH2:15][CH:14]([C:17](=[O:26])[CH2:18][C:19]3[CH:24]=[CH:23][CH:22]=[CH:21][C:20]=3[F:25])[CH2:13][CH2:12]2)[CH3:10])=[N:5][CH:6]=[CH:7][N:8]=1.C(=O)(O)[O-].[Na+].C(OCC)(=O)C. The catalyst is C(O)C.Cl.C(OCC)(=O)C. The product is [F:25][C:20]1[CH:21]=[CH:22][CH:23]=[CH:24][C:19]=1[CH2:18][C:17]([CH:14]1[CH2:13][CH2:12][N:11]([CH:9]([C:4]2[C:3](=[O:2])[NH:8][CH:7]=[CH:6][N:5]=2)[CH3:10])[CH2:16][CH2:15]1)=[O:26]. The yield is 0.380. (3) The reactants are CN(C)C=O.[O:6]1[CH2:10][CH2:9][O:8][CH:7]1[C:11]1[CH:12]=[CH:13][C:14]([CH2:17][OH:18])=[N:15][CH:16]=1.[H-].[Na+].F[C:22]1[CH:27]=[CH:26][CH:25]=[CH:24][N:23]=1. The catalyst is O. The product is [O:6]1[CH2:10][CH2:9][O:8][CH:7]1[C:11]1[CH:12]=[CH:13][C:14]([CH2:17][O:18][C:22]2[CH:27]=[CH:26][CH:25]=[CH:24][N:23]=2)=[N:15][CH:16]=1. The yield is 0.770. (4) The reactants are [CH:1]([N:4]1[C:8]([C:9]2[S:10][C:11]3[CH2:12][CH2:13][O:14][C:15]4[CH:22]=[C:21]([CH:23]5[CH2:28][CH2:27][N:26]([C:29]([CH3:33])([CH3:32])[C:30]#[N:31])[CH2:25][CH2:24]5)[CH:20]=[CH:19][C:16]=4[C:17]=3[N:18]=2)=[N:7][CH:6]=[N:5]1)([CH3:3])[CH3:2].S(=O)(=O)(O)[OH:35].C(=O)([O-])[O-].[Na+].[Na+]. No catalyst specified. The product is [CH:1]([N:4]1[C:8]([C:9]2[S:10][C:11]3[CH2:12][CH2:13][O:14][C:15]4[CH:22]=[C:21]([CH:23]5[CH2:28][CH2:27][N:26]([C:29]([CH3:33])([CH3:32])[C:30]([NH2:31])=[O:35])[CH2:25][CH2:24]5)[CH:20]=[CH:19][C:16]=4[C:17]=3[N:18]=2)=[N:7][CH:6]=[N:5]1)([CH3:3])[CH3:2]. The yield is 0.190. (5) The reactants are [CH2:1]([O:3][C:4](=[O:15])[NH:5][C:6]1[CH:11]=[CH:10][C:9]([CH:12]=[O:13])=[CH:8][C:7]=1Br)[CH3:2].[CH3:16][N:17]([CH3:27])[C:18]1[CH:23]=[CH:22][C:21](B(O)O)=[CH:20][CH:19]=1.C(=O)([O-])[O-].[K+].[K+]. The catalyst is CC(C)=O.C([O-])(=O)C.[Pd+2].C([O-])(=O)C. The product is [CH2:1]([O:3][C:4](=[O:15])[NH:5][C:6]1[CH:11]=[CH:10][C:9]([CH:12]=[O:13])=[CH:8][C:7]=1[C:21]1[CH:22]=[CH:23][C:18]([N:17]([CH3:27])[CH3:16])=[CH:19][CH:20]=1)[CH3:2]. The yield is 0.450.